From a dataset of Catalyst prediction with 721,799 reactions and 888 catalyst types from USPTO. Predict which catalyst facilitates the given reaction. (1) Reactant: [F:1][C:2]1[CH:10]=[C:9]([F:11])[CH:8]=[CH:7][C:3]=1[CH2:4][NH:5][NH2:6].O=[C:13]([CH2:18][CH2:19][C:20]([O:22][CH3:23])=[O:21])[C:14]([O:16]C)=O.Cl.[CH2:25](O)C. Product: [F:1][C:2]1[CH:10]=[C:9]([F:11])[CH:8]=[CH:7][C:3]=1[CH2:4][N:5]1[C:14](=[O:16])[CH2:13][CH2:18][C:19]([C:20]([O:22][CH2:23][CH3:25])=[O:21])=[N:6]1. The catalyst class is: 33. (2) The catalyst class is: 6. Reactant: Cl.[F:2][C:3]1[CH:17]=[CH:16][C:6]2[C:7]([CH:10]3[CH2:15][CH2:14][NH:13][CH2:12][CH2:11]3)=[N:8][O:9][C:5]=2[CH:4]=1.Cl[CH2:19][CH2:20][C:21]1[C:26](=[O:27])[N:25]2[CH2:28][CH2:29][CH2:30][CH2:31][C:24]2=[N:23][C:22]=1[CH3:32].C(=O)([O-])[O-].[Na+].[Na+]. Product: [F:2][C:3]1[CH:17]=[CH:16][C:6]2[C:7]([CH:10]3[CH2:11][CH2:12][N:13]([CH2:19][CH2:20][C:21]4[C:26](=[O:27])[N:25]5[CH2:28][CH2:29][CH2:30][CH2:31][C:24]5=[N:23][C:22]=4[CH3:32])[CH2:14][CH2:15]3)=[N:8][O:9][C:5]=2[CH:4]=1. (3) Reactant: [Cl:1][C:2]1[CH:3]=[C:4]([CH:10]=[CH:11][C:12]=1[Cl:13])/[CH:5]=[CH:6]/[C:7]([OH:9])=O.C(Cl)(=O)C(Cl)=O.[NH:20]1[CH2:26][CH2:25][C:24](=[O:27])[NH:23][CH2:22][CH2:21]1.C(N(CC)CC)C. Product: [Cl:1][C:2]1[CH:3]=[C:4](/[CH:5]=[CH:6]/[C:7]([N:20]2[CH2:26][CH2:25][C:24](=[O:27])[NH:23][CH2:22][CH2:21]2)=[O:9])[CH:10]=[CH:11][C:12]=1[Cl:13]. The catalyst class is: 139. (4) Reactant: [CH2:1]([O:3][C:4](=[O:22])[C:5]1[CH:10]=[C:9]([O:11][CH2:12]COC)[C:8](OCCOC)=[CH:7][C:6]=1[NH2:21])C.N1C=CC=CC=1.[Cl:29][CH2:30][C:31]1[CH:32]=[C:33]([CH:37]=[CH:38][CH:39]=1)[C:34](O)=[O:35]. Product: [CH3:1][O:3][C:4](=[O:22])[C:5]1[CH:10]=[C:9]([O:11][CH3:12])[CH:8]=[CH:7][C:6]=1[NH:21][C:34](=[O:35])[C:33]1[CH:37]=[CH:38][CH:39]=[C:31]([CH2:30][Cl:29])[CH:32]=1. The catalyst class is: 2. (5) Reactant: [O:1]=[C:2]([CH3:40])[S:3][CH2:4][CH2:5][CH2:6][CH2:7][CH2:8][CH2:9][CH2:10][CH2:11][CH2:12][CH2:13][CH2:14][O:15][CH2:16][CH2:17][O:18][CH2:19][CH2:20][O:21][CH2:22][CH2:23][O:24][C:25]1[CH:39]=[CH:38][C:28]([O:29][CH2:30][C:31]([O:33]C(C)(C)C)=[O:32])=[CH:27][CH:26]=1. Product: [O:1]=[C:2]([CH3:40])[S:3][CH2:4][CH2:5][CH2:6][CH2:7][CH2:8][CH2:9][CH2:10][CH2:11][CH2:12][CH2:13][CH2:14][O:15][CH2:16][CH2:17][O:18][CH2:19][CH2:20][O:21][CH2:22][CH2:23][O:24][C:25]1[CH:39]=[CH:38][C:28]([O:29][CH2:30][C:31]([OH:33])=[O:32])=[CH:27][CH:26]=1. The catalyst class is: 281.